Dataset: Reaction yield outcomes from USPTO patents with 853,638 reactions. Task: Predict the reaction yield, written as a fraction of the theoretical maximum amount of product (1.0 means a 100% yield; for example, 0.34 means a 34% yield). (1) The reactants are [C:1]1([CH2:7][CH2:8][CH2:9][CH2:10][CH2:11][CH2:12][C:13]([C:15]2[O:16][CH:17]=[C:18]([C:20]([OH:22])=O)[N:19]=2)=[O:14])[CH:6]=[CH:5][CH:4]=[CH:3][CH:2]=1.Cl.[CH3:24][NH:25][CH3:26]. No catalyst specified. The product is [CH3:24][N:25]([CH3:26])[C:20]([C:18]1[N:19]=[C:15]([C:13](=[O:14])[CH2:12][CH2:11][CH2:10][CH2:9][CH2:8][CH2:7][C:1]2[CH:6]=[CH:5][CH:4]=[CH:3][CH:2]=2)[O:16][CH:17]=1)=[O:22]. The yield is 0.380. (2) The reactants are [CH3:1][O:2][C:3]1[CH:4]=[C:5]([N:12]2[CH2:21][CH2:20][N:19]3[C@H:14]([CH2:15][O:16][CH2:17][CH2:18]3)[CH2:13]2)[CH:6]=[CH:7][C:8]=1[N+:9]([O-])=O.[Sn](Cl)Cl.Cl. The catalyst is O1CCOCC1.C1COCC1. The product is [CH2:15]1[C@@H:14]2[CH2:13][N:12]([C:5]3[CH:6]=[CH:7][C:8]([NH2:9])=[C:3]([O:2][CH3:1])[CH:4]=3)[CH2:21][CH2:20][N:19]2[CH2:18][CH2:17][O:16]1. The yield is 0.980. (3) The catalyst is CS(C)=O. The reactants are [OH:1][C:2]1[CH:10]=[CH:9][C:5]([C:6]([OH:8])=O)=[CH:4][CH:3]=1.[CH2:11]([N:15]1[C:23]2[N:22]=[C:21]([Cl:24])[NH:20][C:19]=2[C:18](=[O:25])[N:17]([CH2:26][CH2:27][CH2:28][CH2:29]/[C:30](=[N:33]/[H])/[NH:31]O)[C:16]1=[O:35])[CH2:12][CH2:13][CH3:14]. The product is [CH2:11]([N:15]1[C:23]2[N:22]=[C:21]([Cl:24])[NH:20][C:19]=2[C:18](=[O:25])[N:17]([CH2:26][CH2:27][CH2:28][CH2:29][C:30]2[N:31]=[C:6]([C:5]3[CH:4]=[CH:3][C:2]([OH:1])=[CH:10][CH:9]=3)[O:8][N:33]=2)[C:16]1=[O:35])[CH2:12][CH2:13][CH3:14]. The yield is 0.0400. (4) The reactants are [CH2:1]([O:3][C:4](=[O:27])[CH2:5][CH2:6][C:7]1[CH:25]=[CH:24][C:10]([O:11][CH2:12][C:13]2[CH:14]=[C:15]([CH:21]=[CH:22][CH:23]=2)[O:16][CH2:17][C:18](O)=[O:19])=[C:9]([F:26])[CH:8]=1)[CH3:2].Cl.CN.[CH2:31]([N:33](CC)CC)C.Cl.C(N=C=NCCCN(C)C)C.ON1C2C=CC=CC=2N=N1. The catalyst is CN(C=O)C.O. The product is [F:26][C:9]1[CH:8]=[C:7]([CH2:6][CH2:5][C:4]([O:3][CH2:1][CH3:2])=[O:27])[CH:25]=[CH:24][C:10]=1[O:11][CH2:12][C:13]1[CH:23]=[CH:22][CH:21]=[C:15]([O:16][CH2:17][C:18]([NH:33][CH3:31])=[O:19])[CH:14]=1. The yield is 0.970. (5) The reactants are O/[N:2]=[C:3]1/[C:4](=O)[C:5]2[C:10]([CH2:11]/1)=[CH:9][CH:8]=[C:7]([O:12][CH3:13])[CH:6]=2.P(Cl)(Cl)(Cl)(Cl)[Cl:16].[ClH:21]. The catalyst is O=P(Cl)(Cl)Cl. The product is [Cl:21][C:4]1[C:5]2[C:10](=[CH:9][CH:8]=[C:7]([O:12][CH3:13])[CH:6]=2)[CH:11]=[C:3]([Cl:16])[N:2]=1. The yield is 0.850.